Dataset: Forward reaction prediction with 1.9M reactions from USPTO patents (1976-2016). Task: Predict the product of the given reaction. (1) The product is: [F:8][C:4]1[CH:3]=[C:2]([C:17]#[C:16][C:18]2[CH:23]=[CH:22][N:21]=[C:20]([S:24][CH3:25])[N:19]=2)[CH:7]=[CH:6][N:5]=1. Given the reactants I[C:2]1[CH:7]=[CH:6][N:5]=[C:4]([F:8])[CH:3]=1.C(N(CC)CC)C.[C:16]([C:18]1[CH:23]=[CH:22][N:21]=[C:20]([S:24][CH3:25])[N:19]=1)#[CH:17], predict the reaction product. (2) Given the reactants [C:1]([O-:4])(=[O:3])[CH3:2].[Na+].[CH2:6]([O:8][C:9]([C:11](=[CH:16][C:17]1[CH:21]=[C:20]([CH3:22])[O:19][CH:18]=1)[CH2:12][C:13](O)=O)=[O:10])[CH3:7], predict the reaction product. The product is: [C:1]([O:4][C:13]1[C:18]2[O:19][C:20]([CH3:22])=[CH:21][C:17]=2[CH:16]=[C:11]([C:9]([O:8][CH2:6][CH3:7])=[O:10])[CH:12]=1)(=[O:3])[CH3:2]. (3) Given the reactants [F:1][C:2]1[CH:7]=[CH:6][CH:5]=[CH:4][C:3]=1[C:8]1[N:9]=[C:10]([CH2:26][N:27]([CH3:35])[C:28](=[O:34])[O:29][C:30]([CH3:33])([CH3:32])[CH3:31])[S:11][C:12]=1[S:13][C:14]1[CH:19]=[CH:18][CH:17]=[C:16]([CH2:20][N:21]2[CH2:25][CH2:24][CH2:23][CH2:22]2)[CH:15]=1.C(#N)C.C([O-])([O-])=[O:40].C([O-])([O-])=O.OO.OO.OO.[Na+].[Na+].[Na+].[Na+].S([O-])([O-])(=O)=S.[Na+].[Na+].[OH2:64], predict the reaction product. The product is: [F:1][C:2]1[CH:7]=[CH:6][CH:5]=[CH:4][C:3]=1[C:8]1[N:9]=[C:10]([CH2:26][N:27]([CH3:35])[C:28](=[O:34])[O:29][C:30]([CH3:31])([CH3:32])[CH3:33])[S:11][C:12]=1[S:13]([C:14]1[CH:19]=[CH:18][CH:17]=[C:16]([CH2:20][N:21]2[CH2:25][CH2:24][CH2:23][CH2:22]2)[CH:15]=1)(=[O:40])=[O:64]. (4) Given the reactants Cl[C:2]1[CH:7]=[CH:6][N:5]=[C:4]([C:8]2[C:16]3[C:11](=[CH:12][CH:13]=[C:14]([C:17]4[O:21][C:20]([NH:22][CH2:23][C:24]5[CH:29]=[CH:28][C:27]([O:30][CH3:31])=[CH:26][CH:25]=5)=[N:19][N:18]=4)[CH:15]=3)[N:10]([S:32]([C:35]3[CH:41]=[CH:40][C:38]([CH3:39])=[CH:37][CH:36]=3)(=[O:34])=[O:33])[CH:9]=2)[N:3]=1.[CH:42]([NH2:45])([CH3:44])[CH3:43], predict the reaction product. The product is: [CH:42]([NH:45][C:2]1[CH:7]=[CH:6][N:5]=[C:4]([C:8]2[C:16]3[C:11](=[CH:12][CH:13]=[C:14]([C:17]4[O:21][C:20]([NH:22][CH2:23][C:24]5[CH:25]=[CH:26][C:27]([O:30][CH3:31])=[CH:28][CH:29]=5)=[N:19][N:18]=4)[CH:15]=3)[N:10]([S:32]([C:35]3[CH:36]=[CH:37][C:38]([CH3:39])=[CH:40][CH:41]=3)(=[O:33])=[O:34])[CH:9]=2)[N:3]=1)([CH3:44])[CH3:43]. (5) Given the reactants C[O-].[Na+].[Cl:4][C:5]1[CH:13]=[CH:12][C:8]([CH2:9][C:10]#[N:11])=[CH:7][CH:6]=1.[N:14]([C:17]1[CH:22]=[CH:21][C:20]([C:23]([F:26])([F:25])[F:24])=[CH:19][C:18]=1[F:27])=[N+:15]=[N-:16], predict the reaction product. The product is: [Cl:4][C:5]1[CH:13]=[CH:12][C:8]([C:9]2[N:16]=[N:15][N:14]([C:17]3[CH:22]=[CH:21][C:20]([C:23]([F:25])([F:26])[F:24])=[CH:19][C:18]=3[F:27])[C:10]=2[NH2:11])=[CH:7][CH:6]=1. (6) Given the reactants [CH3:1][C:2]([CH3:12])=[CH:3][N:4]1[CH:8]=[CH:7][C:6]([C:9]([OH:11])=O)=[N:5]1.[NH2:13][C@@H:14]([CH3:31])[CH2:15][N:16]1[CH:20]=[CH:19][C:18]([C:21]2[CH:28]=[C:27]([F:29])[C:24]([C:25]#[N:26])=[C:23]([Cl:30])[CH:22]=2)=[N:17]1, predict the reaction product. The product is: [Cl:30][C:23]1[CH:22]=[C:21]([C:18]2[CH:19]=[CH:20][N:16]([CH2:15][C@@H:14]([NH:13][C:9]([C:6]3[CH:7]=[CH:8][N:4]([CH:3]=[C:2]([CH3:1])[CH3:12])[N:5]=3)=[O:11])[CH3:31])[N:17]=2)[CH:28]=[C:27]([F:29])[C:24]=1[C:25]#[N:26]. (7) Given the reactants [OH:1][C@H:2]([CH2:6][C:7]1[CH:12]=[CH:11][CH:10]=[CH:9][CH:8]=1)[C:3](O)=[O:4].B.C1COCC1, predict the reaction product. The product is: [C:7]1([CH2:6][C@@H:2]([OH:1])[CH2:3][OH:4])[CH:12]=[CH:11][CH:10]=[CH:9][CH:8]=1. (8) Given the reactants [CH3:1][C:2]1[O:6][N:5]=[C:4]([C:7]2[CH:12]=[CH:11][CH:10]=[CH:9][CH:8]=2)[C:3]=1[C:13]1[N:14]=[C:15]2[CH:20]=[C:19]([NH2:21])[CH:18]=[CH:17][N:16]2[CH:22]=1.[C:23](O)(=[O:30])[C:24]1[CH:29]=[CH:28][CH:27]=[N:26][CH:25]=1, predict the reaction product. The product is: [CH3:1][C:2]1[O:6][N:5]=[C:4]([C:7]2[CH:8]=[CH:9][CH:10]=[CH:11][CH:12]=2)[C:3]=1[C:13]1[N:14]=[C:15]2[CH:20]=[C:19]([NH:21][C:23](=[O:30])[C:24]3[CH:29]=[CH:28][CH:27]=[N:26][CH:25]=3)[CH:18]=[CH:17][N:16]2[CH:22]=1.